From a dataset of NCI-60 drug combinations with 297,098 pairs across 59 cell lines. Regression. Given two drug SMILES strings and cell line genomic features, predict the synergy score measuring deviation from expected non-interaction effect. (1) Drug 1: C1=CC=C(C=C1)NC(=O)CCCCCCC(=O)NO. Drug 2: C1C(C(OC1N2C=NC(=NC2=O)N)CO)O. Cell line: OVCAR-4. Synergy scores: CSS=12.0, Synergy_ZIP=-3.89, Synergy_Bliss=-2.59, Synergy_Loewe=-4.87, Synergy_HSA=-0.600. (2) Drug 1: C1=NC2=C(N1)C(=S)N=C(N2)N. Drug 2: CC1C(C(CC(O1)OC2CC(CC3=C2C(=C4C(=C3O)C(=O)C5=CC=CC=C5C4=O)O)(C(=O)C)O)N)O. Synergy scores: CSS=36.2, Synergy_ZIP=-14.6, Synergy_Bliss=-10.5, Synergy_Loewe=-8.97, Synergy_HSA=-7.14. Cell line: NCI/ADR-RES. (3) Drug 1: C1CN1P(=S)(N2CC2)N3CC3. Drug 2: CC(C)(C#N)C1=CC(=CC(=C1)CN2C=NC=N2)C(C)(C)C#N. Cell line: 786-0. Synergy scores: CSS=1.76, Synergy_ZIP=-2.65, Synergy_Bliss=2.89, Synergy_Loewe=0.599, Synergy_HSA=1.10. (4) Drug 1: CC1OCC2C(O1)C(C(C(O2)OC3C4COC(=O)C4C(C5=CC6=C(C=C35)OCO6)C7=CC(=C(C(=C7)OC)O)OC)O)O. Drug 2: C1CN(P(=O)(OC1)NCCCl)CCCl. Cell line: IGROV1. Synergy scores: CSS=28.5, Synergy_ZIP=2.33, Synergy_Bliss=3.48, Synergy_Loewe=-17.3, Synergy_HSA=3.86. (5) Drug 1: CC(CN1CC(=O)NC(=O)C1)N2CC(=O)NC(=O)C2. Drug 2: CCCS(=O)(=O)NC1=C(C(=C(C=C1)F)C(=O)C2=CNC3=C2C=C(C=N3)C4=CC=C(C=C4)Cl)F. Cell line: ACHN. Synergy scores: CSS=34.2, Synergy_ZIP=-9.93, Synergy_Bliss=-2.50, Synergy_Loewe=-1.18, Synergy_HSA=-0.651. (6) Drug 1: C1CCC(CC1)NC(=O)N(CCCl)N=O. Drug 2: CC1=C(C(=O)C2=C(C1=O)N3CC4C(C3(C2COC(=O)N)OC)N4)N. Cell line: MOLT-4. Synergy scores: CSS=53.7, Synergy_ZIP=-1.94, Synergy_Bliss=-5.60, Synergy_Loewe=-10.9, Synergy_HSA=-4.66. (7) Drug 1: C1=NC2=C(N=C(N=C2N1C3C(C(C(O3)CO)O)O)F)N. Drug 2: CC1=C(N=C(N=C1N)C(CC(=O)N)NCC(C(=O)N)N)C(=O)NC(C(C2=CN=CN2)OC3C(C(C(C(O3)CO)O)O)OC4C(C(C(C(O4)CO)O)OC(=O)N)O)C(=O)NC(C)C(C(C)C(=O)NC(C(C)O)C(=O)NCCC5=NC(=CS5)C6=NC(=CS6)C(=O)NCCC[S+](C)C)O. Cell line: NCI-H226. Synergy scores: CSS=20.3, Synergy_ZIP=-6.03, Synergy_Bliss=-1.23, Synergy_Loewe=-14.6, Synergy_HSA=-0.0654. (8) Drug 1: C1CCC(CC1)NC(=O)N(CCCl)N=O. Drug 2: CCC1(CC2CC(C3=C(CCN(C2)C1)C4=CC=CC=C4N3)(C5=C(C=C6C(=C5)C78CCN9C7C(C=CC9)(C(C(C8N6C=O)(C(=O)OC)O)OC(=O)C)CC)OC)C(=O)OC)O.OS(=O)(=O)O. Cell line: SF-539. Synergy scores: CSS=25.9, Synergy_ZIP=-3.63, Synergy_Bliss=1.86, Synergy_Loewe=-4.82, Synergy_HSA=3.31. (9) Drug 1: C1=CN(C=N1)CC(O)(P(=O)(O)O)P(=O)(O)O. Drug 2: CC1C(C(CC(O1)OC2CC(OC(C2O)C)OC3=CC4=CC5=C(C(=O)C(C(C5)C(C(=O)C(C(C)O)O)OC)OC6CC(C(C(O6)C)O)OC7CC(C(C(O7)C)O)OC8CC(C(C(O8)C)O)(C)O)C(=C4C(=C3C)O)O)O)O. Cell line: BT-549. Synergy scores: CSS=33.0, Synergy_ZIP=2.06, Synergy_Bliss=2.41, Synergy_Loewe=-20.8, Synergy_HSA=0.190. (10) Drug 1: CC12CCC3C(C1CCC2O)C(CC4=C3C=CC(=C4)O)CCCCCCCCCS(=O)CCCC(C(F)(F)F)(F)F. Cell line: NCI-H460. Drug 2: C#CCC(CC1=CN=C2C(=N1)C(=NC(=N2)N)N)C3=CC=C(C=C3)C(=O)NC(CCC(=O)O)C(=O)O. Synergy scores: CSS=-1.31, Synergy_ZIP=-0.314, Synergy_Bliss=-1.70, Synergy_Loewe=-1.73, Synergy_HSA=-2.05.